This data is from Forward reaction prediction with 1.9M reactions from USPTO patents (1976-2016). The task is: Predict the product of the given reaction. Given the reactants [C:1]1([C:7]([O:9][Si](C)(C)C)=[CH2:8])[CH:6]=[CH:5][CH:4]=[CH:3][CH:2]=1.ClC(F)(F)C([O-])=O.[Na+], predict the reaction product. The product is: [C:7]([C:1]1[CH:6]=[CH:5][CH:4]=[CH:3][CH:2]=1)(=[O:9])[CH3:8].